From a dataset of Catalyst prediction with 721,799 reactions and 888 catalyst types from USPTO. Predict which catalyst facilitates the given reaction. (1) Reactant: [C:1]([C@@H:3]([NH:22][C:23]([C:25]1([NH:31]C(=O)OC(C)(C)C)[CH2:30][CH2:29][O:28][CH2:27][CH2:26]1)=[O:24])[CH2:4][C:5]1[CH:10]=[CH:9][C:8]([C:11]2[CH:19]=[C:18]3[C:14]([CH2:15][C:16](=[O:21])[N:17]3[CH3:20])=[CH:13][CH:12]=2)=[CH:7][CH:6]=1)#[N:2].N. Product: [NH2:31][C:25]1([C:23]([NH:22][C@H:3]([C:1]#[N:2])[CH2:4][C:5]2[CH:10]=[CH:9][C:8]([C:11]3[CH:19]=[C:18]4[C:14]([CH2:15][C:16](=[O:21])[N:17]4[CH3:20])=[CH:13][CH:12]=3)=[CH:7][CH:6]=2)=[O:24])[CH2:30][CH2:29][O:28][CH2:27][CH2:26]1. The catalyst class is: 106. (2) Reactant: F[C:2]1[C:3]([OH:11])=[C:4]([CH:7]=[C:8](F)[CH:9]=1)[CH:5]=O.C(NCCCC)CCC.C1(=O)OC(=O)C2=CC=CC=C12.[N+:32]([CH:35](O)[CH3:36])([O-:34])=[O:33]. Product: [N+:32]([CH:35]1[CH:36]=[CH:5][C:4]2[C:3](=[CH:2][CH:9]=[CH:8][CH:7]=2)[O:11]1)([O-:34])=[O:33]. The catalyst class is: 11. (3) Reactant: [Si:1](Cl)([C:4]([CH3:7])([CH3:6])[CH3:5])([CH3:3])[CH3:2].[OH:9][C:10]1[CH:21]=[C:14]2[C:15]([O:17][C:18](=[O:20])[NH:19][C:13]2=[CH:12][CH:11]=1)=[O:16]. Product: [C:4]([Si:1]([CH3:3])([CH3:2])[O:9][C:10]1[CH:11]=[CH:12][C:13]2[NH:19][C:18](=[O:20])[O:17][C:15](=[O:16])[C:14]=2[CH:21]=1)([CH3:7])([CH3:6])[CH3:5]. The catalyst class is: 85.